From a dataset of Full USPTO retrosynthesis dataset with 1.9M reactions from patents (1976-2016). Predict the reactants needed to synthesize the given product. (1) Given the product [CH2:1]([O:4][C:13]1[N:18]=[C:17]([C:19]2[CH:20]=[CH:21][N:22]=[CH:23][CH:24]=2)[N:16]=[C:15]([NH:25][S:26](=[O:37])(=[O:38])[NH:27][C:28]2[CH:33]=[CH:32][C:31]([CH:34]([CH3:36])[CH3:35])=[CH:30][CH:29]=2)[C:14]=1[O:39][C:40]1[CH:45]=[CH:44][CH:43]=[CH:42][C:41]=1[O:46][CH3:47])[CH:2]=[CH2:3], predict the reactants needed to synthesize it. The reactants are: [CH2:1]([OH:4])[CH:2]=[CH2:3].C1COCC1.[H-].[Na+].Cl[C:13]1[N:18]=[C:17]([C:19]2[CH:24]=[CH:23][N:22]=[CH:21][CH:20]=2)[N:16]=[C:15]([NH:25][S:26](=[O:38])(=[O:37])[NH:27][C:28]2[CH:33]=[CH:32][C:31]([CH:34]([CH3:36])[CH3:35])=[CH:30][CH:29]=2)[C:14]=1[O:39][C:40]1[CH:45]=[CH:44][CH:43]=[CH:42][C:41]=1[O:46][CH3:47]. (2) Given the product [CH2:16]([O:15][C@H:10]1[C@H:11]([O:13][CH3:14])[CH2:12][NH:8][CH2:9]1)[C:17]1[CH:18]=[CH:19][CH:20]=[CH:21][CH:22]=1, predict the reactants needed to synthesize it. The reactants are: C([N:8]1[CH2:12][C@@H:11]([O:13][CH3:14])[C@H:10]([O:15][CH2:16][C:17]2[CH:22]=[CH:21][CH:20]=[CH:19][CH:18]=2)[CH2:9]1)C1C=CC=CC=1.[H][H]. (3) Given the product [OH:1][C:2]1[CH:9]=[CH:8][C:5](/[CH:6]=[CH:34]/[C:35]([O:37][CH3:38])=[O:36])=[CH:4][C:3]=1[O:10][CH2:11][CH2:12][CH3:13], predict the reactants needed to synthesize it. The reactants are: [OH:1][C:2]1[CH:9]=[CH:8][C:5]([CH:6]=O)=[CH:4][C:3]=1[O:10][CH2:11][CH2:12][CH3:13].C1(P(=C=[CH:34][C:35]([O:37][CH3:38])=[O:36])(C2C=CC=CC=2)C2C=CC=CC=2)C=CC=CC=1. (4) Given the product [CH3:12][O:10][C:9](=[O:11])[CH2:8][C:3]1[CH:4]=[CH:5][CH:6]=[CH:7][C:2]=1[Cl:1], predict the reactants needed to synthesize it. The reactants are: [Cl:1][C:2]1[CH:7]=[CH:6][CH:5]=[CH:4][C:3]=1[CH2:8][C:9]([OH:11])=[O:10].[CH3:12]O. (5) The reactants are: [NH:1]1[CH2:6][CH2:5][O:4][CH2:3][CH2:2]1.Br[CH2:8][CH2:9][CH2:10][CH2:11][O:12][C:13]1[C:14]([O:33][CH3:34])=[CH:15][CH:16]=[C:17]2[C:22]=1[O:21][C:20](=[O:23])[CH:19]=[C:18]2[NH:24][C:25]1[C:30]([Cl:31])=[CH:29][N:28]=[CH:27][C:26]=1[Cl:32]. Given the product [Cl:32][C:26]1[CH:27]=[N:28][CH:29]=[C:30]([Cl:31])[C:25]=1[NH:24][C:18]1[C:17]2[C:22](=[C:13]([O:12][CH2:11][CH2:10][CH2:9][CH2:8][N:1]3[CH2:6][CH2:5][O:4][CH2:3][CH2:2]3)[C:14]([O:33][CH3:34])=[CH:15][CH:16]=2)[O:21][C:20](=[O:23])[CH:19]=1, predict the reactants needed to synthesize it. (6) Given the product [CH3:11][O:10][C:6]1[CH:5]=[CH:4][N:3]=[CH:2][C:7]=1[C:8]#[N:9], predict the reactants needed to synthesize it. The reactants are: Cl[C:2]1[C:7]([C:8]#[N:9])=[C:6]([O:10][CH3:11])[CH:5]=[CH:4][N:3]=1. (7) Given the product [Cl:1][C:2]1[CH:7]=[CH:6][C:5]([C:8]2[N:9]=[C:10]([CH:13]3[O:18][CH2:17][CH2:16][NH:15][CH2:14]3)[NH:11][CH:12]=2)=[CH:4][CH:3]=1, predict the reactants needed to synthesize it. The reactants are: [Cl:1][C:2]1[CH:7]=[CH:6][C:5]([C:8]2[N:9]=[C:10]([CH:13]3[O:18][CH2:17][CH2:16][N:15](CC4C=CC=CC=4)[CH2:14]3)[NH:11][CH:12]=2)=[CH:4][CH:3]=1.Cl. (8) Given the product [O:30]=[S:2]1(=[O:1])[C:7]2[CH:8]=[CH:9][CH:10]=[CH:11][C:6]=2[NH:5][C:4]([C:12]2[C:13](=[O:29])[N:14]([NH:23][CH2:24][CH2:25][CH2:26][CH2:27][CH3:28])[C:15]3[C:20]([C:21]=2[OH:22])=[CH:19][CH:18]=[CH:17][CH:16]=3)=[N:3]1, predict the reactants needed to synthesize it. The reactants are: [O:1]=[S:2]1(=[O:30])[C:7]2[CH:8]=[CH:9][CH:10]=[CH:11][C:6]=2[NH:5][C:4]([C:12]2[C:13](=[O:29])[N:14]([N:23]=[CH:24][CH2:25][CH2:26][CH2:27][CH3:28])[C:15]3[C:20]([C:21]=2[OH:22])=[CH:19][CH:18]=[CH:17][CH:16]=3)=[N:3]1.CO.[BH4-].[Li+].Cl.